This data is from Full USPTO retrosynthesis dataset with 1.9M reactions from patents (1976-2016). The task is: Predict the reactants needed to synthesize the given product. Given the product [Cl:26][CH2:9][CH2:8][CH:6]1[CH2:7][N:3]([CH2:1][CH3:2])[C:4](=[O:23])[C:5]1([C:17]1[CH:22]=[CH:21][CH:20]=[CH:19][CH:18]=1)[C:11]1[CH:16]=[CH:15][CH:14]=[CH:13][CH:12]=1, predict the reactants needed to synthesize it. The reactants are: [CH2:1]([N:3]1[CH2:7][CH:6]([CH2:8][CH2:9]O)[C:5]([C:17]2[CH:22]=[CH:21][CH:20]=[CH:19][CH:18]=2)([C:11]2[CH:16]=[CH:15][CH:14]=[CH:13][CH:12]=2)[C:4]1=[O:23])[CH3:2].O=S(Cl)[Cl:26].